This data is from Full USPTO retrosynthesis dataset with 1.9M reactions from patents (1976-2016). The task is: Predict the reactants needed to synthesize the given product. (1) Given the product [OH:1][CH:2]([C:5]1[CH:6]=[C:7]2[C:12](=[CH:13][C:14]=1[C:15]([F:16])([F:18])[F:17])[NH:11][C:10](=[O:19])[N:9]([N:20]([C:26](=[O:30])[CH:27]([CH3:29])[CH3:28])[S:21]([CH3:24])(=[O:23])=[O:22])[C:8]2=[O:25])[CH2:3][CH3:4], predict the reactants needed to synthesize it. The reactants are: [OH:1][CH:2]([C:5]1[CH:6]=[C:7]2[C:12](=[CH:13][C:14]=1[C:15]([F:18])([F:17])[F:16])[NH:11][C:10](=[O:19])[N:9]([NH:20][S:21]([CH3:24])(=[O:23])=[O:22])[C:8]2=[O:25])[CH2:3][CH3:4].[C:26](Cl)(=[O:30])[CH:27]([CH3:29])[CH3:28]. (2) Given the product [CH3:1][O:2][C:3]1[CH:10]=[C:9]([CH3:11])[CH:8]=[CH:7][C:4]=1[CH:5]([OH:6])[CH2:12][CH3:13], predict the reactants needed to synthesize it. The reactants are: [CH3:1][O:2][C:3]1[CH:10]=[C:9]([CH3:11])[CH:8]=[CH:7][C:4]=1[CH:5]=[O:6].[CH3:12][CH2:13][Mg+].[Br-].[Cl-].[NH4+].